This data is from Full USPTO retrosynthesis dataset with 1.9M reactions from patents (1976-2016). The task is: Predict the reactants needed to synthesize the given product. (1) Given the product [Cl:6][C:7]1[C:16]2[C:11](=[CH:12][CH:13]=[C:14]([C:46]([OH:47])([C:45]3[N:41]([CH3:40])[N:42]=[N:43][CH:44]=3)[CH:48]3[CH2:53][CH2:52][N:51]([C:54](=[O:56])[CH3:55])[CH2:50][CH2:49]3)[CH:15]=2)[N:10]=[C:9]([O:27][CH3:28])[C:8]=1[CH2:29][C:30]1[CH:35]=[CH:34][C:33]([C:36]([F:39])([F:37])[F:38])=[CH:32][CH:31]=1, predict the reactants needed to synthesize it. The reactants are: [Li]CCCC.[Cl:6][C:7]1[C:16]2[C:11](=[CH:12][CH:13]=[C:14](C(C3C(C)=NC(C)=CC=3)O)[CH:15]=2)[N:10]=[C:9]([O:27][CH3:28])[C:8]=1[CH2:29][C:30]1[CH:35]=[CH:34][C:33]([C:36]([F:39])([F:38])[F:37])=[CH:32][CH:31]=1.[CH3:40][N:41]1[C:45]([C:46]([CH:48]2[CH2:53][CH2:52][N:51]([C:54](=[O:56])[CH3:55])[CH2:50][CH2:49]2)=[O:47])=[CH:44][N:43]=[N:42]1. (2) Given the product [NH2:26][C:25]1[N:24]=[CH:23][N:22]=[C:21]2[N:17]([CH:15]([C:9]3[C:8]([O:30][CH3:31])=[C:7]([CH:5]4[CH2:6][N:3]([CH2:39][C@@H:40]([OH:41])[CH3:42])[CH2:4]4)[C:12]([F:13])=[C:11]([Cl:14])[CH:10]=3)[CH3:16])[N:18]=[C:19]([CH:27]([F:29])[F:28])[C:20]=12, predict the reactants needed to synthesize it. The reactants are: Cl.Cl.[NH:3]1[CH2:6][CH:5]([C:7]2[C:8]([O:30][CH3:31])=[C:9]([CH:15]([N:17]3[C:21]4=[N:22][CH:23]=[N:24][C:25]([NH2:26])=[C:20]4[C:19]([CH:27]([F:29])[F:28])=[N:18]3)[CH3:16])[CH:10]=[C:11]([Cl:14])[C:12]=2[F:13])[CH2:4]1.C(N(CC)CC)C.[CH3:39][C@H:40]1[CH2:42][O:41]1.